This data is from Full USPTO retrosynthesis dataset with 1.9M reactions from patents (1976-2016). The task is: Predict the reactants needed to synthesize the given product. (1) Given the product [CH3:1][C:2]1[C:6]([C:7]2[N:11]([C:12]3[CH:13]=[CH:14][C:15]([O:18][CH3:19])=[CH:16][CH:17]=3)[N:10]=[C:9]([CH2:20][CH2:21][CH3:22])[C:8]=2[C:23]#[N:24])=[C:5]([CH3:26])[O:4][N:3]=1, predict the reactants needed to synthesize it. The reactants are: [CH3:1][C:2]1[C:6]([C:7]2[N:11]([C:12]3[CH:17]=[CH:16][C:15]([O:18][CH3:19])=[CH:14][CH:13]=3)[N:10]=[C:9]([CH2:20][CH2:21][CH3:22])[C:8]=2/[CH:23]=[N:24]/O)=[C:5]([CH3:26])[O:4][N:3]=1. (2) Given the product [C:41]1([C:33]2[CH:34]=[CH:35][CH:36]=[CH:37][CH:38]=2)[CH:42]=[CH:43][C:47]([N:48]([CH3:49])[C:50]([C@@H:23]2[CH2:22][CH2:21][C@H:20]([NH2:25])[CH2:24]2)=[O:51])=[CH:45][CH:46]=1, predict the reactants needed to synthesize it. The reactants are: CCN(C(C)C)C(C)C.CN(C(ON1N=[N:25][C:20]2[CH:21]=[CH:22][CH:23]=[CH:24]C1=2)=[N+](C)C)C.[B-](F)(F)(F)F.Cl.[C:33]1([C:41]2[CH:46]=[CH:45]C=[CH:43][CH:42]=2)[CH:38]=[CH:37][C:36](NC)=[CH:35][CH:34]=1.[CH3:47][N:48]([CH:50]=[O:51])[CH3:49]. (3) Given the product [CH2:6]([N:13]1[CH2:19][CH2:18][CH2:17][CH2:16][C:15](=[O:25])[CH2:14]1)[C:7]1[CH:8]=[CH:9][CH:10]=[CH:11][CH:12]=1, predict the reactants needed to synthesize it. The reactants are: S(=O)(=O)(O)O.[CH2:6]([N:13]1[CH2:19][CH2:18][CH2:17][CH:16](C(OCC)=O)[C:15](=[O:25])[CH2:14]1)[C:7]1[CH:12]=[CH:11][CH:10]=[CH:9][CH:8]=1.C(N1CCCCC(=O)C1C(OCC)=O)C1C=CC=CC=1.[OH-].[Na+]. (4) Given the product [CH2:1]([N:8]1[CH2:13][CH2:12][O:11][CH:10]2[CH2:14][N:15]([C:18](=[O:19])[C:20]([F:23])([F:22])[F:21])[CH2:16][CH2:17][CH:9]12)[C:2]1[CH:3]=[CH:4][CH:5]=[CH:6][CH:7]=1, predict the reactants needed to synthesize it. The reactants are: [CH2:1]([N:8]1[CH2:13][CH2:12][O:11][C@@H:10]2[CH2:14][NH:15][CH2:16][CH2:17][C@@H:9]12)[C:2]1[CH:7]=[CH:6][CH:5]=[CH:4][CH:3]=1.[C:18](O[C:18]([C:20]([F:23])([F:22])[F:21])=[O:19])([C:20]([F:23])([F:22])[F:21])=[O:19].O. (5) Given the product [CH3:1][C@@H:2]1[CH2:6][CH2:5][C:4](=[O:16])[CH:3]1[C:10]([O:12][CH2:13][CH3:14])=[O:11], predict the reactants needed to synthesize it. The reactants are: [CH3:1][C@@H:2]1[CH2:6][CH2:5][C:4](=C(C)C)[CH:3]1[C:10]([O:12][CH2:13][CH3:14])=[O:11].C(=O)=[O:16].C(O)(C)C. (6) Given the product [NH2:8][C:5]1[CH:6]=[CH:7][C:2]([Cl:1])=[CH:3][C:4]=1[C:15]([C:16]1[CH:21]=[CH:20][CH:19]=[C:18]([O:22][CH3:23])[C:17]=1[CH3:24])=[O:25], predict the reactants needed to synthesize it. The reactants are: [Cl:1][C:2]1[CH:7]=[CH:6][C:5]([NH:8]C(=O)C(C)(C)C)=[C:4]([C:15](=[O:25])[C:16]2[CH:21]=[CH:20][CH:19]=[C:18]([O:22][CH3:23])[C:17]=2[CH3:24])[CH:3]=1.[OH-].[K+]. (7) Given the product [Br:20][C:5]1[C:6]([NH:9][C@@H:10]2[C@@H:15]3[CH2:16][C@@H:12]([CH:13]=[CH:14]3)[C@@H:11]2[C:17]([NH2:19])=[O:18])=[C:7]2[N:8]=[C:27]([C:23]3[N:22]([CH3:21])[CH:26]=[CH:25][CH:24]=3)[NH:1][C:2]2=[N:3][CH:4]=1, predict the reactants needed to synthesize it. The reactants are: [NH2:1][C:2]1[C:7]([NH2:8])=[C:6]([NH:9][C@@H:10]2[C@@H:15]3[CH2:16][C@@H:12]([CH:13]=[CH:14]3)[C@@H:11]2[C:17]([NH2:19])=[O:18])[C:5]([Br:20])=[CH:4][N:3]=1.[CH3:21][N:22]1[CH:26]=[CH:25][CH:24]=[C:23]1[CH:27]=O. (8) Given the product [CH3:19][N:18]([CH3:20])[C:9]1([C:12]2[CH:13]=[CH:14][CH:15]=[CH:16][CH:17]=2)[CH2:10][CH2:11][CH:6]([NH:5][C:3]([CH2:2][NH:1][C:22](=[O:23])[CH2:52][CH2:48][C:41]2[C:42]3[C:47](=[CH:46][CH:45]=[CH:44][CH:43]=3)[NH:39][CH:40]=2)=[O:4])[CH2:7][CH2:8]1, predict the reactants needed to synthesize it. The reactants are: [NH2:1][CH2:2][C:3]([NH:5][CH:6]1[CH2:11][CH2:10][C:9]([N:18]([CH3:20])[CH3:19])([C:12]2[CH:17]=[CH:16][CH:15]=[CH:14][CH:13]=2)[CH2:8][CH2:7]1)=[O:4].[Cl-].[CH3:22][O:23]C1N=C(OC)N=C([N+]2(C)CCOCC2)N=1.[NH:39]1[C:47]2[C:42](=[CH:43][CH:44]=[CH:45][CH:46]=2)[C:41]([CH:48]([CH3:52])C(O)=O)=[CH:40]1.